From a dataset of Forward reaction prediction with 1.9M reactions from USPTO patents (1976-2016). Predict the product of the given reaction. (1) Given the reactants [CH3:1][C:2]1([CH3:30])[CH2:10][C:9]2[N:8]([C:11]3[CH:18]=[CH:17][C:14]([C:15]#[N:16])=[C:13]([NH:19][CH:20]4[CH2:25][CH2:24][O:23][CH2:22][CH2:21]4)[CH:12]=3)[N:7]=[C:6]([CH:26]([F:28])[F:27])[C:5]=2[C:4](=[O:29])[CH2:3]1.C([OH:33])C.CS(C)=O.[OH-].[Na+].OO, predict the reaction product. The product is: [CH3:1][C:2]1([CH3:30])[CH2:10][C:9]2[N:8]([C:11]3[CH:18]=[CH:17][C:14]([C:15]([NH2:16])=[O:33])=[C:13]([NH:19][CH:20]4[CH2:21][CH2:22][O:23][CH2:24][CH2:25]4)[CH:12]=3)[N:7]=[C:6]([CH:26]([F:27])[F:28])[C:5]=2[C:4](=[O:29])[CH2:3]1. (2) Given the reactants [CH3:1][O:2][C:3](=[O:63])[NH:4][C@@H:5]1[CH:13]2[C:14](=[O:62])[CH2:15][C@H:16]([C:18]3[NH:22][C:21]4[CH:23]=[C:24](C5C=NC(C6C=CC(C7NC([C@@H]8CC(F)(F)CN8C(=O)[C@@H](NC(OC)=O)C(C)C)=NC=7)=CC=6)=CC=5)[CH:25]=[CH:26][C:20]=4[N:19]=3)[CH2:17][N:11]3[C:12]2=[C:8]([CH:9]=[CH:10]3)[CH2:7][CH2:6]1.[Br:64][C:65]1[CH:66]=[C:67]2[C:72](=[CH:73][CH:74]=1)[N:71]=[C:70](Cl)[CH:69]=[N:68]2.C(=O)([O-])[O-].[Cs+].[Cs+].O1CCOCC1, predict the reaction product. The product is: [Br:64][C:65]1[CH:66]=[C:67]2[C:72](=[CH:73][CH:74]=1)[N:71]=[C:70]([C:25]1[CH:24]=[CH:23][C:21]3[N:22]=[C:18]([C@@H:16]4[CH2:17][N:11]5[C:12]6[CH:13]([C@@H:5]([NH:4][C:3](=[O:63])[O:2][CH3:1])[CH2:6][CH2:7][C:8]=6[CH:9]=[CH:10]5)[C:14](=[O:62])[CH2:15]4)[NH:19][C:20]=3[CH:26]=1)[CH:69]=[N:68]2. (3) Given the reactants [Cl:1][C:2]1[CH:7]=[CH:6][C:5]([N+:8]([O-])=O)=[CH:4][C:3]=1[C@:11]1([CH3:20])[C:16]([F:18])([F:17])[CH2:15][O:14][C:13]([NH2:19])=[N:12]1, predict the reaction product. The product is: [NH2:8][C:5]1[CH:6]=[CH:7][C:2]([Cl:1])=[C:3]([C@:11]2([CH3:20])[C:16]([F:17])([F:18])[CH2:15][O:14][C:13]([NH2:19])=[N:12]2)[CH:4]=1. (4) Given the reactants [N:1]1[CH:6]=[CH:5][CH:4]=[CH:3][C:2]=1[C:7]1[NH:11][CH:10]=[C:9]([CH2:12][OH:13])[CH:8]=1.C[N+]1([O-])CCOCC1, predict the reaction product. The product is: [N:1]1[CH:6]=[CH:5][CH:4]=[CH:3][C:2]=1[C:7]1[NH:11][CH:10]=[C:9]([CH:12]=[O:13])[CH:8]=1. (5) Given the reactants CCCC[N+](CCCC)(CCCC)CCCC.[F-].[Si]([O:26][CH2:27][CH2:28][C:29]1[CH:30]=[CH:31][C:32]([F:53])=[C:33]([CH:52]=1)[CH2:34][N:35]1[CH2:51][CH2:50][C:38]2([O:43][CH2:42][CH2:41][N:40]([C:44](=[O:49])[C:45]([F:48])([F:47])[F:46])[CH2:39]2)[CH2:37][CH2:36]1)(C(C)(C)C)(C)C, predict the reaction product. The product is: [F:48][C:45]([F:46])([F:47])[C:44]([N:40]1[CH2:39][C:38]2([CH2:50][CH2:51][N:35]([CH2:34][C:33]3[CH:52]=[C:29]([CH2:28][CH2:27][OH:26])[CH:30]=[CH:31][C:32]=3[F:53])[CH2:36][CH2:37]2)[O:43][CH2:42][CH2:41]1)=[O:49]. (6) Given the reactants CCN(CC)CC.[Cl:8][C:9]1[C:18]2[C:13](=[CH:14][CH:15]=[C:16]([S:19](Cl)(=[O:21])=[O:20])[CH:17]=2)[C:12]([Cl:23])=[CH:11][N:10]=1.Cl.[C:25]([O:29][C:30](=[O:42])[CH2:31][NH:32][CH2:33][C:34]1[CH:39]=[CH:38][C:37]([O:40][CH3:41])=[CH:36][CH:35]=1)([CH3:28])([CH3:27])[CH3:26], predict the reaction product. The product is: [C:25]([O:29][C:30](=[O:42])[CH2:31][N:32]([S:19]([C:16]1[CH:17]=[C:18]2[C:13]([C:12]([Cl:23])=[CH:11][N:10]=[C:9]2[Cl:8])=[CH:14][CH:15]=1)(=[O:21])=[O:20])[CH2:33][C:34]1[CH:39]=[CH:38][C:37]([O:40][CH3:41])=[CH:36][CH:35]=1)([CH3:28])([CH3:27])[CH3:26]. (7) The product is: [Br:1][C:2]1[N:6]2[C:7]3[CH:14]=[C:13]([O:15][CH:16]([CH3:17])[CH3:18])[C:12]([O:19][CH3:20])=[CH:11][C:8]=3[O:9][CH2:10][C:5]2=[C:4]([C:21]([OH:23])=[O:22])[N:3]=1. Given the reactants [Br:1][C:2]1[N:6]2[C:7]3[CH:14]=[C:13]([O:15][CH:16]([CH3:18])[CH3:17])[C:12]([O:19][CH3:20])=[CH:11][C:8]=3[O:9][CH2:10][C:5]2=[C:4]([C:21]([O:23]CC)=[O:22])[N:3]=1.[OH-].[K+], predict the reaction product.